This data is from Catalyst prediction with 721,799 reactions and 888 catalyst types from USPTO. The task is: Predict which catalyst facilitates the given reaction. (1) Reactant: [NH2:1][C:2]1[CH:3]=[C:4]2[C:9](=[CH:10][CH:11]=1)[N:8]([CH2:12][CH:13]1[CH2:15][CH2:14]1)[C:7](=[O:16])[N:6]([CH2:17][CH3:18])[C:5]2=O.[O:20]=[C:21]1[O:25][C@@H:24]([C:26](O)=[O:27])[CH2:23][CH2:22]1.CCN(C(C)C)C(C)C.C(P1(=O)OP(CCC)(=O)OP(CCC)(=O)[O:42]1)CC. Product: [CH:13]1([CH2:12][N:8]2[C:9](=[O:42])[C:10]3[C:5](=[CH:4][CH:3]=[C:2]([NH:1][C:26]([C@H:24]4[CH2:23][CH2:22][C:21](=[O:20])[O:25]4)=[O:27])[CH:11]=3)[N:6]([CH2:17][CH3:18])[C:7]2=[O:16])[CH2:14][CH2:15]1. The catalyst class is: 84. (2) Reactant: [C:1]([O:5][C:6]([N:8]1[CH2:14][CH2:13][CH2:12][N:11]([C:15]2[N:19]([CH2:20][CH2:21]OS(C)(=O)=O)[C:18]3[CH:27]=[CH:28][CH:29]=[CH:30][C:17]=3[N:16]=2)[CH2:10][CH2:9]1)=[O:7])([CH3:4])([CH3:3])[CH3:2].FC(F)(F)CO.O1CCCC1.[H-].[Na+]. Product: [C:1]([O:5][C:6]([N:8]1[CH2:14][CH2:13][CH2:12][N:11]([C:15]2[N:19]([CH:20]=[CH2:21])[C:18]3[CH:27]=[CH:28][CH:29]=[CH:30][C:17]=3[N:16]=2)[CH2:10][CH2:9]1)=[O:7])([CH3:2])([CH3:3])[CH3:4]. The catalyst class is: 9. (3) Reactant: [Cl:1][C:2]1[C:6]([C:7]([OH:9])=O)=[CH:5][N:4]([C:10]2[N:15]=[CH:14][CH:13]=[CH:12][N:11]=2)[N:3]=1.CCN(C(C)C)C(C)C.[CH3:25][CH:26]([CH3:37])[CH2:27][CH:28]([C:31]1[CH:32]=[N:33][CH:34]=[CH:35][CH:36]=1)[CH2:29][NH2:30].F[P-](F)(F)(F)(F)F.N1(O[P+](N(C)C)(N(C)C)N(C)C)C2C=CC=CC=2N=N1. Product: [Cl:1][C:2]1[C:6]([C:7]([NH:30][CH2:29][CH:28]([C:31]2[CH:32]=[N:33][CH:34]=[CH:35][CH:36]=2)[CH2:27][CH:26]([CH3:37])[CH3:25])=[O:9])=[CH:5][N:4]([C:10]2[N:15]=[CH:14][CH:13]=[CH:12][N:11]=2)[N:3]=1. The catalyst class is: 18.